Dataset: Forward reaction prediction with 1.9M reactions from USPTO patents (1976-2016). Task: Predict the product of the given reaction. (1) Given the reactants C(OC(=O)[NH:7][C:8]1[CH:13]=[C:12]([CH3:14])[C:11]([C:15]([F:18])([F:17])[F:16])=[CH:10][C:9]=1[NH2:19])(C)(C)C.C(O[C:26](=[O:43])[CH2:27][C:28]([C:30]1[CH:35]=[CH:34][N:33]=[C:32]([C:36]2[CH:41]=[CH:40][N:39]=[C:38]([CH3:42])[CH:37]=2)[CH:31]=1)=O)(C)(C)C, predict the reaction product. The product is: [CH3:14][C:12]1[C:11]([C:15]([F:16])([F:17])[F:18])=[CH:10][C:9]2[NH:19][C:26](=[O:43])[CH2:27][C:28]([C:30]3[CH:35]=[CH:34][N:33]=[C:32]([C:36]4[CH:41]=[CH:40][N:39]=[C:38]([CH3:42])[CH:37]=4)[CH:31]=3)=[N:7][C:8]=2[CH:13]=1. (2) Given the reactants [Cl:1][C:2]1[N:7]=[C:6]2[N:8]([CH2:13][O:14][CH2:15][CH2:16][Si:17]([CH3:20])([CH3:19])[CH3:18])[CH:9]=[C:10]([C:11]#[N:12])[C:5]2=[C:4](I)[CH:3]=1.[CH3:22][C:23]1[CH:28]=[CH:27][N:26]=[C:25]([Sn](CCCC)(CCCC)CCCC)[CH:24]=1.[Cl-].[Li+], predict the reaction product. The product is: [Cl:1][C:2]1[N:7]=[C:6]2[N:8]([CH2:13][O:14][CH2:15][CH2:16][Si:17]([CH3:20])([CH3:19])[CH3:18])[CH:9]=[C:10]([C:11]#[N:12])[C:5]2=[C:4]([C:25]2[CH:24]=[C:23]([CH3:22])[CH:28]=[CH:27][N:26]=2)[CH:3]=1. (3) Given the reactants Cl.[F:2][C:3]1([F:11])[CH2:10][C:5]2([CH2:8][CH:7]([NH2:9])[CH2:6]2)[CH2:4]1.CCN(CC)CC.[CH:19](OCC)=[O:20], predict the reaction product. The product is: [F:2][C:3]1([F:11])[CH2:10][C:5]2([CH2:8][CH:7]([NH:9][CH:19]=[O:20])[CH2:6]2)[CH2:4]1. (4) Given the reactants [C:1]([C:5]1[CH:10]=[C:9]([CH2:11][CH3:12])[CH:8]=[CH:7][C:6]=1[OH:13])([CH3:4])([CH3:3])[CH3:2].CCN(CC)CC.Cl[C:22]([O:24][CH3:25])=[O:23].O, predict the reaction product. The product is: [C:22](=[O:23])([O:24][CH3:25])[O:13][C:6]1[CH:7]=[CH:8][C:9]([CH2:11][CH3:12])=[CH:10][C:5]=1[C:1]([CH3:4])([CH3:3])[CH3:2].